Dataset: Forward reaction prediction with 1.9M reactions from USPTO patents (1976-2016). Task: Predict the product of the given reaction. (1) Given the reactants N[C:2]1[C:6]2[CH:7]=[C:8]([C:11]3[CH:45]=[C:44]([Cl:46])[CH:43]=[CH:42][C:12]=3[O:13][C:14]3[C:19]([F:20])=[CH:18][C:17]([S:21]([N:24]([CH2:30][C:31]4[CH:36]=[CH:35][C:34]([O:37][CH3:38])=[CH:33][C:32]=4[O:39][CH3:40])[C:25]4[S:29][N:28]=[CH:27][N:26]=4)(=[O:23])=[O:22])=[C:16]([F:41])[CH:15]=3)[CH:9]=[CH:10][C:5]=2[O:4][N:3]=1.[CH2:47]=O.[C:49]([BH3-])#[N:50].[Na+], predict the reaction product. The product is: [Cl:46][C:44]1[CH:43]=[CH:42][C:12]([O:13][C:14]2[C:19]([F:20])=[CH:18][C:17]([S:21]([N:24]([CH2:30][C:31]3[CH:36]=[CH:35][C:34]([O:37][CH3:38])=[CH:33][C:32]=3[O:39][CH3:40])[C:25]3[S:29][N:28]=[CH:27][N:26]=3)(=[O:22])=[O:23])=[C:16]([F:41])[CH:15]=2)=[C:11]([C:8]2[CH:9]=[CH:10][C:5]3[O:4][N:3]=[C:2]([N:50]([CH3:49])[CH3:47])[C:6]=3[CH:7]=2)[CH:45]=1. (2) Given the reactants CC1N=C(NC2C=NC=CN=2)SC=1C1C=CN=CC=1.[CH3:20][C:21]1[CH:26]=[C:25]([CH2:27][C:28](=[O:30])[CH3:29])[CH:24]=[C:23]([CH3:31])[N:22]=1.N1C=CN=CC=1NC(N)=S.[C:42]([NH:45][C:46]([NH2:48])=[S:47])(=[O:44])[CH3:43], predict the reaction product. The product is: [CH3:20][C:21]1[CH:26]=[C:25]([C:27]2[S:47][C:46]([NH:45][C:42](=[O:44])[CH3:43])=[N:48][C:28]=2[CH3:29])[CH:24]=[C:23]([CH3:31])[N:22]=1.[CH3:20][C:21]1[CH:26]=[C:25]([CH2:27][C:28](=[O:30])[CH3:29])[CH:24]=[C:23]([CH3:31])[N:22]=1. (3) The product is: [C:1]([O:5][C:6]([NH:8][C@@H:9]([CH2:14][P:15]([C:20]([O:22][CH2:23][CH3:24])([O:25][CH2:26][CH3:27])[CH3:21])([O:17][CH2:18][CH3:19])=[O:16])[C:10]([OH:12])=[O:11])=[O:7])([CH3:4])([CH3:3])[CH3:2]. Given the reactants [C:1]([O:5][C:6]([NH:8][C@@H:9]([CH2:14][P:15]([C:20]([O:25][CH2:26][CH3:27])([O:22][CH2:23][CH3:24])[CH3:21])([O:17][CH2:18][CH3:19])=[O:16])[C:10]([O:12]C)=[O:11])=[O:7])([CH3:4])([CH3:3])[CH3:2].O.[OH-].[Li+], predict the reaction product. (4) Given the reactants [NH:1]1[CH2:5][CH:4]=[CH:3][CH2:2]1.Cl[C:7](=[O:14])[CH2:8][CH2:9][C:10]([O:12][CH3:13])=[O:11].C(N(CC)CC)C, predict the reaction product. The product is: [CH3:13][O:12][C:10](=[O:11])[CH2:9][CH2:8][C:7]([N:1]1[CH2:5][CH:4]=[CH:3][CH2:2]1)=[O:14]. (5) Given the reactants Cl.[NH:2]([C:6]1[CH:14]=[CH:13][C:9]([C:10](Cl)=[O:11])=[CH:8][CH:7]=1)[C:3]([NH2:5])=[NH:4].[C:15]([O:19][C:20](=[O:42])[CH2:21][C:22]1([C:35]([O:37][C:38]([CH3:41])([CH3:40])[CH3:39])=[O:36])[O:26][N:25]=[C:24]([C:27]2[CH:32]=[C:31]([OH:33])[CH:30]=[CH:29][C:28]=2[CH3:34])[CH2:23]1)([CH3:18])([CH3:17])[CH3:16].N1C=CC=CC=1, predict the reaction product. The product is: [C:15]([O:19][C:20](=[O:42])[CH2:21][C:22]1([C:35]([O:37][C:38]([CH3:41])([CH3:40])[CH3:39])=[O:36])[O:26][N:25]=[C:24]([C:27]2[CH:32]=[C:31]([O:33][C:10](=[O:11])[C:9]3[CH:8]=[CH:7][C:6]([NH:2][C:3]([NH2:5])=[NH:4])=[CH:14][CH:13]=3)[CH:30]=[CH:29][C:28]=2[CH3:34])[CH2:23]1)([CH3:18])([CH3:17])[CH3:16]. (6) Given the reactants Br[C:2]1[CH:3]=[C:4]2[C:9](=[CH:10][CH:11]=1)[C:8]([F:12])=[C:7]([OH:13])[CH:6]=[CH:5]2.B([C:17]1[CH:25]=[CH:24][C:20]([C:21]([OH:23])=[O:22])=[CH:19][CH:18]=1)(O)O, predict the reaction product. The product is: [F:12][C:8]1[C:7]([OH:13])=[CH:6][CH:5]=[C:4]2[C:9]=1[CH:10]=[CH:11][C:2]([C:17]1[CH:25]=[CH:24][C:20]([C:21]([OH:23])=[O:22])=[CH:19][CH:18]=1)=[CH:3]2. (7) The product is: [O:1]1[CH2:5][CH2:4][CH2:3][CH:2]1[CH2:6][O:7][C:12](=[O:18])[NH:56][C:46]1([C:44]([NH:43][C:40]2[CH:39]=[CH:38][C:37]([N:36]([CH2:57][CH3:58])[CH2:34][CH3:35])=[CH:42][CH:41]=2)=[O:45])[CH2:55][CH2:54][C:53]2[C:48](=[CH:49][CH:50]=[CH:51][CH:52]=2)[CH2:47]1. Given the reactants [O:1]1[CH2:5][CH2:4][CH2:3][CH:2]1[CH2:6][OH:7].ClC(Cl)(O[C:12](=[O:18])OC(Cl)(Cl)Cl)Cl.N1C2C(=CC=CC=2)C=CC=1.ClC([O-])=O.[CH2:34]([N:36]([CH2:57][CH3:58])[C:37]1[CH:42]=[CH:41][C:40]([NH:43][C:44]([C:46]2([NH2:56])[CH2:55][CH2:54][C:53]3[C:48](=[CH:49][CH:50]=[CH:51][CH:52]=3)[CH2:47]2)=[O:45])=[CH:39][CH:38]=1)[CH3:35].N1C=CC=CC=1, predict the reaction product. (8) Given the reactants [F:1][C:2]1[CH:7]=[C:6]([S:8]([CH3:11])(=[O:10])=[O:9])[CH:5]=[CH:4][C:3]=1[OH:12].Cl[C:14]1[N:19]=[CH:18][N:17]=[C:16]2[N:20]([C@H:23]3[CH2:28][CH2:27][C@@H:26]([C:29]4[O:33][N:32]=[C:31]([CH:34]([CH3:36])[CH3:35])[N:30]=4)[CH2:25][CH2:24]3)[N:21]=[CH:22][C:15]=12.C(=O)([O-])[O-].[K+].[K+], predict the reaction product. The product is: [F:1][C:2]1[CH:7]=[C:6]([S:8]([CH3:11])(=[O:9])=[O:10])[CH:5]=[CH:4][C:3]=1[O:12][C:14]1[N:19]=[CH:18][N:17]=[C:16]2[N:20]([C@H:23]3[CH2:28][CH2:27][C@@H:26]([C:29]4[O:33][N:32]=[C:31]([CH:34]([CH3:36])[CH3:35])[N:30]=4)[CH2:25][CH2:24]3)[N:21]=[CH:22][C:15]=12. (9) Given the reactants [CH3:1][C:2]1[C:6]([C:7]2[CH:8]=[C:9]3[NH:15][CH:14]=[C:13]([C:16]4[CH:17]=[N:18][N:19]([CH3:21])[CH:20]=4)[C:10]3=[N:11][CH:12]=2)=[C:5]([CH3:22])[O:4][N:3]=1.C(=O)([O-])[O-].[Cs+].[Cs+].FC(F)(F)S(O[CH2:35][C:36]1([F:42])[CH2:41][CH2:40][CH2:39][CH2:38][CH2:37]1)(=O)=O.O, predict the reaction product. The product is: [F:42][C:36]1([CH2:35][N:15]2[C:9]3[C:10](=[N:11][CH:12]=[C:7]([C:6]4[C:2]([CH3:1])=[N:3][O:4][C:5]=4[CH3:22])[CH:8]=3)[C:13]([C:16]3[CH:17]=[N:18][N:19]([CH3:21])[CH:20]=3)=[CH:14]2)[CH2:41][CH2:40][CH2:39][CH2:38][CH2:37]1.